The task is: Predict the reactants needed to synthesize the given product.. This data is from Full USPTO retrosynthesis dataset with 1.9M reactions from patents (1976-2016). (1) The reactants are: [OH:1][C@H:2]1[CH2:7][CH2:6][C@H:5]2[C@H:8]3[C@H:18]([CH2:19][CH2:20][C@:3]12[CH3:4])[C@:16]1([CH3:17])[C:11](=[CH:12][C@@H:13]([O:21][C:22](=[O:27])[C:23]([CH3:26])([CH3:25])[CH3:24])[CH2:14][CH2:15]1)[CH2:10][C@H:9]3[CH2:28][CH:29]=[CH2:30].C[N+]1([O-])CCOCC1. Given the product [CH2:28]([C@@H:9]1[CH2:10][C:11]2[C@:16]([CH3:17])([CH2:15][CH2:14][C@H:13]([O:21][C:22](=[O:27])[C:23]([CH3:26])([CH3:25])[CH3:24])[CH:12]=2)[C@@H:18]2[C@@H:8]1[C@H:5]1[C@@:3]([CH2:20][CH2:19]2)([CH3:4])[C:2](=[O:1])[CH2:7][CH2:6]1)[CH:29]=[CH2:30], predict the reactants needed to synthesize it. (2) Given the product [C:12]1([C:18]2[N:19]=[CH:20][N:21]([C:6]3[CH:7]=[CH:8][C:3]([CH2:2][OH:1])=[CH:4][CH:5]=3)[CH:22]=2)[CH:13]=[CH:14][CH:15]=[CH:16][CH:17]=1, predict the reactants needed to synthesize it. The reactants are: [OH:1][CH2:2][C:3]1[CH:8]=[CH:7][C:6](B(O)O)=[CH:5][CH:4]=1.[C:12]1([C:18]2[N:19]=[CH:20][NH:21][CH:22]=2)[CH:17]=[CH:16][CH:15]=[CH:14][CH:13]=1.C(N(CC)CC)C.N1C=CC=CC=1. (3) Given the product [NH2:16][C:15]1[N:28]=[C:33]([C:35]2[CH:36]=[C:37]([O:41][C@@H:42]3[CH2:47][CH2:46][CH2:45][N:44]([C:48]([O:50][C:51]([CH3:54])([CH3:53])[CH3:52])=[O:49])[CH2:43]3)[CH:38]=[N:39][CH:40]=2)[CH:17]=[C:6]2[C:7]=1[CH:8]=[N:9][C:10]1[CH:11]=[C:12]([O:13][CH3:14])[C:3]([O:2][CH3:1])=[CH:4][C:5]2=1, predict the reactants needed to synthesize it. The reactants are: [CH3:1][O:2][C:3]1[CH:4]=[C:5]2[C:10](=[CH:11][C:12]=1[O:13][CH3:14])[N:9]=[CH:8][C:7]([C:15]#[N:16])=[C:6]2[CH3:17].[Li+].C[Si]([N-][Si](C)(C)C)(C)C.[N:28]1([C:33]([C:35]2[CH:36]=[C:37]([O:41][C@@H:42]3[CH2:47][CH2:46][CH2:45][N:44]([C:48]([O:50][C:51]([CH3:54])([CH3:53])[CH3:52])=[O:49])[CH2:43]3)[CH:38]=[N:39][CH:40]=2)=O)C=CN=C1. (4) Given the product [C:1]([N:26]1[CH2:25][CH2:24][N:23]([C:20]2[CH:19]=[CH:18][C:17]([N:16]([CH3:29])[CH3:15])=[CH:22][CH:21]=2)[CH2:28][CH2:27]1)(=[O:12])/[CH:2]=[CH:3]/[CH2:4][CH2:5][CH2:6][CH2:7][CH2:8][CH2:9][CH3:10], predict the reactants needed to synthesize it. The reactants are: [C:1]([OH:12])(=O)/[CH:2]=[CH:3]/[CH2:4][CH2:5][CH2:6][CH2:7][CH2:8][CH2:9][CH3:10].Cl.Cl.[CH3:15][N:16]([CH3:29])[C:17]1[CH:22]=[CH:21][C:20]([N:23]2[CH2:28][CH2:27][NH:26][CH2:25][CH2:24]2)=[CH:19][CH:18]=1. (5) Given the product [OH:31][C@H:30]1[CH2:12][N:13]([C:15]([C:17]2[CH:18]=[CH:19][C:20]([C:23]3[CH:28]=[CH:27][CH:26]=[CH:25][C:24]=3[CH3:29])=[CH:21][CH:22]=2)=[O:16])[C@H:14]([C:1]([OH:2])=[O:4])[CH2:10]1, predict the reactants needed to synthesize it. The reactants are: [C:1](=[O:4])([O-])[O-:2].[K+].[K+].CON=[C:10]1[CH2:14][N:13]([C:15]([C:17]2[CH:22]=[CH:21][C:20]([C:23]3[CH:28]=[CH:27][CH:26]=[CH:25][C:24]=3[CH3:29])=[CH:19][CH:18]=2)=[O:16])[C@H:12]([C:30](O)=[O:31])C1.S(OC)(OC)(=O)=O. (6) Given the product [F:17][C:18]([F:26])([F:27])[C:19]1[CH:20]=[C:21]([NH:22][C:2]2[CH:11]=[CH:10][N:9]=[C:8]3[C:3]=2[C:4]2[CH:16]=[CH:15][CH:14]=[CH:13][C:5]=2[C:6](=[O:12])[NH:7]3)[CH:23]=[CH:24][CH:25]=1, predict the reactants needed to synthesize it. The reactants are: Cl[C:2]1[CH:11]=[CH:10][N:9]=[C:8]2[C:3]=1[C:4]1[CH:16]=[CH:15][CH:14]=[CH:13][C:5]=1[C:6](=[O:12])[NH:7]2.[F:17][C:18]([F:27])([F:26])[C:19]1[CH:20]=[C:21]([CH:23]=[CH:24][CH:25]=1)[NH2:22]. (7) Given the product [Cl:1][C:2]1[CH:3]=[C:4]([C:5]([N:44]([CH:45]2[CH2:49][CH2:48][CH2:47][CH2:46]2)[CH2:41][CH:42]=[CH2:43])=[O:7])[CH:8]=[C:9]([O:11][Si:12]([C:15]([CH3:18])([CH3:17])[CH3:16])([CH3:14])[CH3:13])[CH:10]=1, predict the reactants needed to synthesize it. The reactants are: [Cl:1][C:2]1[CH:3]=[C:4]([CH:8]=[C:9]([O:11][Si:12]([C:15]([CH3:18])([CH3:17])[CH3:16])([CH3:14])[CH3:13])[CH:10]=1)[C:5]([OH:7])=O.C(N(CC)CC)C.O=C1N(P(Cl)(N2CCOC2=O)=O)CCO1.[CH2:41]([NH:44][CH:45]1[CH2:49][CH2:48][CH2:47][CH2:46]1)[CH:42]=[CH2:43].